From a dataset of Catalyst prediction with 721,799 reactions and 888 catalyst types from USPTO. Predict which catalyst facilitates the given reaction. (1) Reactant: [CH3:1][O:2][C:3]1[CH:11]=[C:10]2[C:6]([C:7]([CH2:17][C:18]3[N:23]=[C:22]([C:24](O)=[O:25])[CH:21]=[CH:20][CH:19]=3)=[C:8]([C:12]3[CH:16]=[CH:15][S:14][CH:13]=3)[NH:9]2)=[CH:5][CH:4]=1.[CH3:27][S:28]([NH2:31])(=[O:30])=[O:29].Cl.C(N=C=NCCCN(C)C)C. Product: [CH3:27][S:28]([NH:31][C:24]([C:22]1[CH:21]=[CH:20][CH:19]=[C:18]([CH2:17][C:7]2[C:6]3[C:10](=[CH:11][C:3]([O:2][CH3:1])=[CH:4][CH:5]=3)[NH:9][C:8]=2[C:12]2[CH:16]=[CH:15][S:14][CH:13]=2)[N:23]=1)=[O:25])(=[O:30])=[O:29]. The catalyst class is: 112. (2) Reactant: F[C:2]1[C:3]([CH3:22])=[N:4][C:5]2[C:10]([N:11]=1)=[C:9]([C:12]1[NH:20][C:19]3[CH2:18][CH2:17][NH:16][C:15](=[O:21])[C:14]=3[CH:13]=1)[CH:8]=[CH:7][CH:6]=2.[N:23]1[CH:28]=[CH:27][CH:26]=[CH:25][C:24]=1[CH:29]([NH2:31])[CH3:30].CCN(C(C)C)C(C)C. Product: [CH3:22][C:3]1[C:2]([NH:31][CH:29]([C:24]2[CH:25]=[CH:26][CH:27]=[CH:28][N:23]=2)[CH3:30])=[N:11][C:10]2[C:5](=[CH:6][CH:7]=[CH:8][C:9]=2[C:12]2[NH:20][C:19]3[CH2:18][CH2:17][NH:16][C:15](=[O:21])[C:14]=3[CH:13]=2)[N:4]=1. The catalyst class is: 37.